Dataset: Full USPTO retrosynthesis dataset with 1.9M reactions from patents (1976-2016). Task: Predict the reactants needed to synthesize the given product. (1) Given the product [C:3]([O:7][C:8](=[O:37])[N:9]([C@H:10]([C:12](=[O:35])[NH:13][C@@H:14]1[C:20](=[O:21])[N:19]([CH2:38][C:39]2[CH:44]=[CH:43][CH:42]=[CH:41][CH:40]=2)[C:18]2[CH:22]=[C:23]([O:26][CH2:27][CH2:28][C:29]3[CH:30]=[CH:31][CH:32]=[CH:33][CH:34]=3)[CH:24]=[CH:25][C:17]=2[CH2:16][CH2:15]1)[CH3:11])[CH3:36])([CH3:6])([CH3:4])[CH3:5], predict the reactants needed to synthesize it. The reactants are: [Na+].[I-].[C:3]([O:7][C:8](=[O:37])[N:9]([CH3:36])[C@H:10]([C:12](=[O:35])[NH:13][C@@H:14]1[C:20](=[O:21])[NH:19][C:18]2[CH:22]=[C:23]([O:26][CH2:27][CH2:28][C:29]3[CH:34]=[CH:33][CH:32]=[CH:31][CH:30]=3)[CH:24]=[CH:25][C:17]=2[CH2:16][CH2:15]1)[CH3:11])([CH3:6])([CH3:5])[CH3:4].[CH2:38](Br)[C:39]1[CH:44]=[CH:43][CH:42]=[CH:41][CH:40]=1. (2) Given the product [CH3:15][O:8][C:7](=[O:9])/[CH:6]=[CH:5]/[C:4]1[CH:10]=[CH:11][CH:12]=[C:2]([F:1])[CH:3]=1, predict the reactants needed to synthesize it. The reactants are: [F:1][C:2]1[CH:3]=[C:4]([CH:10]=[CH:11][CH:12]=1)/[CH:5]=[CH:6]/[C:7]([OH:9])=[O:8].IC.[C:15](=O)([O-])[O-].[Cs+].[Cs+]. (3) Given the product [CH3:50][C:37]1[CH:38]=[C:39]([O:40][CH:41]2[CH2:46][CH2:45][O:44][CH2:43][CH2:42]2)[CH:47]=[C:48]([CH3:49])[C:36]=1[C:5]1[CH:4]=[CH:3][C:2]([F:1])=[C:10]2[C:6]=1[CH2:7][CH2:8][C@H:9]2[O:11][C:12]1[CH:25]=[CH:24][C:15]2[C@H:16]([CH2:19][C:20]([O:22][CH3:23])=[O:21])[CH2:17][O:18][C:14]=2[CH:13]=1, predict the reactants needed to synthesize it. The reactants are: [F:1][C:2]1[CH:3]=[CH:4][C:5](B2OC(C)(C)C(C)(C)O2)=[C:6]2[C:10]=1[C@H:9]([O:11][C:12]1[CH:25]=[CH:24][C:15]3[C@H:16]([CH2:19][C:20]([O:22][CH3:23])=[O:21])[CH2:17][O:18][C:14]=3[CH:13]=1)[CH2:8][CH2:7]2.Br[C:36]1[C:48]([CH3:49])=[CH:47][C:39]([O:40][CH:41]2[CH2:46][CH2:45][O:44][CH2:43][CH2:42]2)=[CH:38][C:37]=1[CH3:50]. (4) Given the product [C:15]1([C:20]([NH:2][CH2:3][C:4]([O:6][CH3:7])=[O:5])=[O:21])[S:19][CH:18]=[CH:17][CH:16]=1, predict the reactants needed to synthesize it. The reactants are: Cl.[NH2:2][CH2:3][C:4]([O:6][CH3:7])=[O:5].C(N(CC)CC)C.[C:15]1([C:20](Cl)=[O:21])[S:19][CH:18]=[CH:17][CH:16]=1. (5) Given the product [Cl:23][C:17]1[CH:18]=[C:19]([O:22][C:2]2[C:3]3[N:10]([CH2:11][CH2:12][O:13][CH3:14])[CH:9]=[CH:8][C:4]=3[N:5]=[CH:6][N:7]=2)[CH:20]=[CH:21][C:16]=1[NH2:15], predict the reactants needed to synthesize it. The reactants are: Cl[C:2]1[C:3]2[N:10]([CH2:11][CH2:12][O:13][CH3:14])[CH:9]=[CH:8][C:4]=2[N:5]=[CH:6][N:7]=1.[NH2:15][C:16]1[CH:21]=[CH:20][C:19]([OH:22])=[CH:18][C:17]=1[Cl:23].C(=O)([O-])[O-].[K+].[K+].CN1CCCC1=O. (6) Given the product [F:19][C:20]1[CH:25]=[CH:24][C:23]([S:26][CH:8]([C:16](=[O:18])[CH3:17])[C:9](=[O:15])[C:10]([O:12][CH2:13][CH3:14])=[O:11])=[CH:22][CH:21]=1, predict the reactants needed to synthesize it. The reactants are: N1C=CC=CC=1.Cl[CH:8]([C:16](=[O:18])[CH3:17])[C:9](=[O:15])[C:10]([O:12][CH2:13][CH3:14])=[O:11].[F:19][C:20]1[CH:25]=[CH:24][C:23]([SH:26])=[CH:22][CH:21]=1. (7) Given the product [CH2:1]([NH:8][C:9]1[N:13]([CH2:14][C:15]([CH3:18])([OH:17])[CH3:16])[N:12]=[C:11]([NH:27][C:26]2[CH:28]=[CH:29][C:30]([N:31]3[CH:35]=[C:34]([CH3:36])[N:33]=[CH:32]3)=[C:24]([O:23][CH3:22])[CH:25]=2)[N:10]=1)[C:2]1[CH:7]=[CH:6][CH:5]=[CH:4][CH:3]=1, predict the reactants needed to synthesize it. The reactants are: [CH2:1]([NH:8][C:9]1[N:13]([CH2:14][C:15]([CH3:18])([OH:17])[CH3:16])[N:12]=[C:11](Br)[N:10]=1)[C:2]1[CH:7]=[CH:6][CH:5]=[CH:4][CH:3]=1.Cl.Cl.[CH3:22][O:23][C:24]1[CH:25]=[C:26]([CH:28]=[CH:29][C:30]=1[N:31]1[CH:35]=[C:34]([CH3:36])[N:33]=[CH:32]1)[NH2:27].C(=O)([O-])[O-].[Cs+].[Cs+].CC1(C)C2C(=C(P(C3C=CC=CC=3)C3C=CC=CC=3)C=CC=2)OC2C(P(C3C=CC=CC=3)C3C=CC=CC=3)=CC=CC1=2. (8) Given the product [C:1]1([NH:7][C:8]2[CH:9]=[C:10]([CH:16]=[CH:17][CH:18]=2)[C:11]([OH:13])=[O:12])[CH:2]=[CH:3][CH:4]=[CH:5][CH:6]=1, predict the reactants needed to synthesize it. The reactants are: [C:1]1([NH:7][C:8]2[CH:9]=[C:10]([CH:16]=[CH:17][CH:18]=2)[C:11]([O:13]CC)=[O:12])[CH:6]=[CH:5][CH:4]=[CH:3][CH:2]=1.[OH-].[Na+]. (9) Given the product [CH2:19]([O:18][CH2:17][CH2:16][O:3][CH:4]1[CH2:5][N:6]([C:8]([O:10][C:11]([CH3:14])([CH3:13])[CH3:12])=[O:9])[CH2:7]1)[C:20]1[CH:25]=[CH:24][CH:23]=[CH:22][CH:21]=1, predict the reactants needed to synthesize it. The reactants are: [H-].[Na+].[OH:3][CH:4]1[CH2:7][N:6]([C:8]([O:10][C:11]([CH3:14])([CH3:13])[CH3:12])=[O:9])[CH2:5]1.Br[CH2:16][CH2:17][O:18][CH2:19][C:20]1[CH:25]=[CH:24][CH:23]=[CH:22][CH:21]=1. (10) Given the product [CH3:27][S:24]([O:23][C:20]1[CH:21]=[CH:22][C:16]2[O:15][CH2:14][CH:13]([CH2:12][N:30]([CH2:31][CH3:32])[CH2:28][CH3:29])[O:18][C:17]=2[CH:19]=1)(=[O:25])=[O:26], predict the reactants needed to synthesize it. The reactants are: CC1C=CC(S(O[CH2:12][CH:13]2[O:18][C:17]3[CH:19]=[C:20]([O:23][S:24]([CH3:27])(=[O:26])=[O:25])[CH:21]=[CH:22][C:16]=3[O:15][CH2:14]2)(=O)=O)=CC=1.[CH2:28]([NH:30][CH2:31][CH3:32])[CH3:29].